Dataset: Full USPTO retrosynthesis dataset with 1.9M reactions from patents (1976-2016). Task: Predict the reactants needed to synthesize the given product. (1) The reactants are: [CH:1]([NH:4][C:5]([C:7]1[C:15]2[C:10](=[N:11][CH:12]=[C:13]([C:16]3[C:24]4[C:19](=[CH:20][CH:21]=[C:22]([CH:25]([OH:27])[CH3:26])[CH:23]=4)[N:18]([CH3:28])[N:17]=3)[N:14]=2)[N:9](COCC[Si](C)(C)C)[CH:8]=1)=[O:6])([CH3:3])[CH3:2].[F-].C([N+](CCCC)(CCCC)CCCC)CCC. Given the product [CH:1]([NH:4][C:5]([C:7]1[C:15]2[C:10](=[N:11][CH:12]=[C:13]([C:16]3[C:24]4[C:19](=[CH:20][CH:21]=[C:22]([CH:25]([OH:27])[CH3:26])[CH:23]=4)[N:18]([CH3:28])[N:17]=3)[N:14]=2)[NH:9][CH:8]=1)=[O:6])([CH3:3])[CH3:2], predict the reactants needed to synthesize it. (2) The reactants are: [NH:1]1[C:9]2[C:4](=[N:5][CH:6]=[CH:7][CH:8]=2)[CH2:3][CH2:2]1.Cl[C:11]1[N:16]=[CH:15][N:14]=[C:13]([Cl:17])[CH:12]=1.[C:18](=O)([O-])[O-].[Cs+].[Cs+]. Given the product [Cl:17][C:13]1[N:14]=[CH:15][N:16]=[C:11]([N:1]2[C:9]3[C:4](=[N:5][CH:6]=[CH:7][CH:8]=3)[CH2:3][CH2:2]2)[C:12]=1[CH3:18], predict the reactants needed to synthesize it. (3) Given the product [CH2:14]([O:16][CH:17]([O:19][CH:20]1[CH2:32][CH2:31][C:30]([O:34][CH:35]([O:37][CH2:38][CH3:39])[CH3:36])([CH3:33])[CH:29]([O:40][C:5]2[CH:10]=[CH:9][C:8]([N+:11]([O-:13])=[O:12])=[CH:7][CH:6]=2)[CH:28]=[CH:27][CH:26]([CH3:41])[CH:25](/[C:42](/[CH3:63])=[CH:43]/[CH:44]=[CH:45]/[CH:46]([CH3:62])[CH2:47][CH:48]2[O:61][CH:49]2[CH:50]([CH3:60])[CH:51]([O:54][CH:55]([O:57][CH2:58][CH3:59])[CH3:56])[CH2:52][CH3:53])[O:24][C:22](=[O:23])[CH:21]1[C:80]([OH:82])=[O:81])[CH3:18])[CH3:15], predict the reactants needed to synthesize it. The reactants are: ClC(O[C:5]1[CH:10]=[CH:9][C:8]([N+:11]([O-:13])=[O:12])=[CH:7][CH:6]=1)=O.[CH2:14]([O:16][CH:17]([O:19][CH:20]1[CH2:32][CH2:31][C:30]([O:34][CH:35]([O:37][CH2:38][CH3:39])[CH3:36])([CH3:33])[CH:29]([OH:40])[CH:28]=[CH:27][CH:26]([CH3:41])[CH:25](/[C:42](/[CH3:63])=[CH:43]/[CH:44]=[CH:45]/[CH:46]([CH3:62])[CH2:47][CH:48]2[O:61][CH:49]2[CH:50]([CH3:60])[CH:51]([O:54][CH:55]([O:57][CH2:58][CH3:59])[CH3:56])[CH2:52][CH3:53])[O:24][C:22](=[O:23])[CH2:21]1)[CH3:18])[CH3:15].C(N(CC)CC)C.CN(C1C=CC=CN=1)C.[C:80](=O)([OH:82])[O-:81].[Na+]. (4) Given the product [Cl:28][C:27]1[C:26]2[C:21](=[C:22]([C:29]([F:30])([F:31])[F:32])[CH:23]=[CH:24][CH:25]=2)[N:20]=[CH:19][C:18]=1[C:16]([C:2]1[CH:7]=[CH:6][CH:5]=[CH:4][N:3]=1)=[O:17], predict the reactants needed to synthesize it. The reactants are: Br[C:2]1[CH:7]=[CH:6][CH:5]=[CH:4][N:3]=1.[Li]CCCC.C(O[C:16]([C:18]1[CH:19]=[N:20][C:21]2[C:26]([C:27]=1[Cl:28])=[CH:25][CH:24]=[CH:23][C:22]=2[C:29]([F:32])([F:31])[F:30])=[O:17])C.O. (5) Given the product [CH3:22][O:21][C:15]1[CH:16]=[CH:17][CH:18]=[C:19]([CH3:20])[C:14]=1[CH:13]=[O:25], predict the reactants needed to synthesize it. The reactants are: S1(OS(=O)(=O)OOOO1)(=O)=O.[K].[CH3:13][C:14]1[C:19]([CH3:20])=[CH:18][CH:17]=[CH:16][C:15]=1[O:21][CH3:22].C(OCC)(=[O:25])C.CCCCCC. (6) Given the product [F:12][C:9]([F:10])([F:11])[C:7]1[CH:6]=[C:5]([C@H:13]([O:15][C@H:16]2[CH2:20][N:19]([C:21]([O:23][C:24]([CH3:26])([CH3:27])[CH3:25])=[O:22])[C@@H:18]([CH2:28][C:29]([C:30]([O:32][CH3:33])=[O:31])([CH3:45])[CH2:34][CH:54]=[CH2:55])[C@@H:17]2[C:35]2[CH:40]=[CH:39][C:38]([F:41])=[CH:37][CH:36]=2)[CH3:14])[CH:4]=[C:3]([C:2]([F:1])([F:42])[F:43])[CH:8]=1, predict the reactants needed to synthesize it. The reactants are: [F:1][C:2]([F:43])([F:42])[C:3]1[CH:4]=[C:5]([C@H:13]([O:15][C@H:16]2[CH2:20][N:19]([C:21]([O:23][C:24]([CH3:27])([CH3:26])[CH3:25])=[O:22])[C@@H:18]([CH2:28][CH:29]([CH3:34])[C:30]([O:32][CH3:33])=[O:31])[C@@H:17]2[C:35]2[CH:40]=[CH:39][C:38]([F:41])=[CH:37][CH:36]=2)[CH3:14])[CH:6]=[C:7]([C:9]([F:12])([F:11])[F:10])[CH:8]=1.[Li+].[CH3:45][Si]([N-][Si](C)(C)C)(C)C.[CH2:54](I)[CH:55]=C.